Dataset: Reaction yield outcomes from USPTO patents with 853,638 reactions. Task: Predict the reaction yield, written as a fraction of the theoretical maximum amount of product (1.0 means a 100% yield; for example, 0.34 means a 34% yield). (1) The reactants are [Br:1][C:2]1[C:3]([OH:19])=[C:4]([CH:14]=[C:15]([Br:18])[C:16]=1[F:17])/[CH:5]=[C:6]1/[C:7](=[O:13])[N:8]=[C:9](SC)[S:10]/1.Cl.Cl.[NH:22]1[CH2:27][CH2:26][CH2:25][CH2:24][NH:23]1.C(N(CC)CC)C. The catalyst is C(O)C. The product is [N:22]1([C:9]2[S:10]/[C:6](=[CH:5]\[C:4]3[CH:14]=[C:15]([Br:18])[C:16]([F:17])=[C:2]([Br:1])[C:3]=3[OH:19])/[C:7](=[O:13])[N:8]=2)[CH2:27][CH2:26][CH2:25][CH2:24][NH:23]1. The yield is 0.160. (2) The reactants are [Cl:1][C:2]1[CH:16]=[C:15]([Cl:17])[CH:14]=[CH:13][C:3]=1[CH2:4][N:5]1[C:9]([CH3:10])=[CH:8][CH:7]=[C:6]1[CH:11]=O.C(O)(=O)[CH2:19][C:20]([OH:22])=[O:21].N1CCCCC1. The catalyst is N1C=CC=CC=1. The product is [Cl:1][C:2]1[CH:16]=[C:15]([Cl:17])[CH:14]=[CH:13][C:3]=1[CH2:4][N:5]1[C:9]([CH3:10])=[CH:8][CH:7]=[C:6]1/[CH:11]=[CH:19]/[C:20]([OH:22])=[O:21]. The yield is 0.580. (3) The reactants are [C:1]([C:4]1[CH:9]=[CH:8][CH:7]=[CH:6][CH:5]=1)(=[O:3])[CH3:2].[N+:10]([O-])([OH:12])=[O:11]. The catalyst is S(=O)(=O)(O)O.O. The product is [CH3:2][C:1]([C:4]1[CH:9]=[CH:8][CH:7]=[C:6]([N+:10]([O-:12])=[O:11])[CH:5]=1)=[O:3]. The yield is 0.570. (4) The reactants are Cl[C:2]1[CH:9]=[CH:8][C:5]([C:6]#[N:7])=[CH:4][N:3]=1.[CH3:10][C:11]1[C:15](B(O)O)=[CH:14][N:13]([C:19]([C:32]2[CH:37]=[CH:36][CH:35]=[CH:34][CH:33]=2)([C:26]2[CH:31]=[CH:30][CH:29]=[CH:28][CH:27]=2)[C:20]2[CH:25]=[CH:24][CH:23]=[CH:22][CH:21]=2)[N:12]=1.C(=O)([O-])[O-].[Na+].[Na+]. The catalyst is COCCOC.O. The product is [CH3:10][C:11]1[C:15]([C:2]2[CH:9]=[CH:8][C:5]([C:6]#[N:7])=[CH:4][N:3]=2)=[CH:14][N:13]([C:19]([C:20]2[CH:25]=[CH:24][CH:23]=[CH:22][CH:21]=2)([C:26]2[CH:27]=[CH:28][CH:29]=[CH:30][CH:31]=2)[C:32]2[CH:37]=[CH:36][CH:35]=[CH:34][CH:33]=2)[N:12]=1. The yield is 0.530.